From a dataset of Catalyst prediction with 721,799 reactions and 888 catalyst types from USPTO. Predict which catalyst facilitates the given reaction. (1) Reactant: [NH2:1][C:2]1[CH:3]=[CH:4][C:5]([O:30][CH3:31])=[C:6]([C:8]2[C:12]([C:13]([N:15]3[CH2:20][CH2:19][N:18]([C:21]4[C:26]([Cl:27])=[CH:25][C:24]([Cl:28])=[CH:23][N:22]=4)[CH2:17][CH2:16]3)=[O:14])=[C:11]([CH3:29])[O:10][N:9]=2)[CH:7]=1.CCN(C(C)C)C(C)C.[C:41](Cl)(=[O:43])[CH3:42]. Product: [Cl:27][C:26]1[C:21]([N:18]2[CH2:17][CH2:16][N:15]([C:13]([C:12]3[C:8]([C:6]4[CH:7]=[C:2]([NH:1][C:41](=[O:43])[CH3:42])[CH:3]=[CH:4][C:5]=4[O:30][CH3:31])=[N:9][O:10][C:11]=3[CH3:29])=[O:14])[CH2:20][CH2:19]2)=[N:22][CH:23]=[C:24]([Cl:28])[CH:25]=1. The catalyst class is: 2. (2) Reactant: O[C:2]1[CH:16]=[CH:15][C:5]([C:6]([C:8]2[CH:13]=[CH:12][C:11]([OH:14])=[CH:10][CH:9]=2)=[O:7])=[CH:4][CH:3]=1.Br[CH2:18][CH2:19][CH2:20][CH2:21][CH2:22][CH2:23][CH2:24][CH2:25][CH2:26][CH2:27][CH2:28][CH3:29].[C:30]([O-:33])([O-])=O.[K+].[K+].O. Product: [CH2:18]([O:14][C:11]1[CH:12]=[CH:13][C:8]([C:6]([C:5]2[CH:15]=[CH:16][C:2]([O:33][CH2:30][CH2:11][CH2:10][CH2:9][CH2:8][CH2:6][CH2:5][CH2:4][CH2:3][CH2:2][CH2:16][CH3:15])=[CH:3][CH:4]=2)=[O:7])=[CH:9][CH:10]=1)[CH2:19][CH2:20][CH2:21][CH2:22][CH2:23][CH2:24][CH2:25][CH2:26][CH2:27][CH2:28][CH3:29]. The catalyst class is: 3. (3) Product: [Cl:40][C:36]1[CH:37]=[C:38]2[C:33](=[CH:34][CH:35]=1)[NH:32][C:31]([C:29]([NH:28][CH:20]1[CH2:21][C:22]3[C:27](=[CH:26][CH:25]=[CH:24][CH:23]=3)[N:18]([CH2:17][CH2:14][OH:15])[C:19]1=[O:41])=[O:30])=[CH:39]2. Reactant: C(N(CC)CC)C.ClC(OCC)=O.[C:14]([CH2:17][N:18]1[C:27]2[C:22](=[CH:23][CH:24]=[CH:25][CH:26]=2)[CH2:21][CH:20]([NH:28][C:29]([C:31]2[NH:32][C:33]3[C:38]([CH:39]=2)=[CH:37][C:36]([Cl:40])=[CH:35][CH:34]=3)=[O:30])[C:19]1=[O:41])(O)=[O:15].[Li+].[BH4-]. The catalyst class is: 1. (4) Reactant: [CH2:1]1[C:9]2[C:4](=[CH:5][CH:6]=[CH:7][CH:8]=2)[CH2:3][NH:2]1.[OH:10][C:11]1[CH:19]=[C:18]([OH:20])[CH:17]=[CH:16][C:12]=1[C:13](O)=[O:14].C(N(C(C)C)CC)(C)C.P(F)(F)(F)(F)F.N1(OC(N(C)C)=[N+](C)C)C2N=CC=CC=2N=N1.C([O-])(O)=O.[Na+]. Product: [CH2:1]1[C:9]2[C:4](=[CH:5][CH:6]=[CH:7][CH:8]=2)[CH2:3][N:2]1[C:13]([C:12]1[CH:16]=[CH:17][C:18]([OH:20])=[CH:19][C:11]=1[OH:10])=[O:14]. The catalyst class is: 31. (5) Reactant: Cl[C:2]1[C:3](=[O:20])[N:4]([C:9]2[N:13]([C:14]3[CH:19]=[CH:18][CH:17]=[CH:16][CH:15]=3)[N:12]=[CH:11][CH:10]=2)[CH:5]=[C:6]([Cl:8])[N:7]=1.[CH3:21][O-:22].[Na+]. Product: [Cl:8][C:6]1[N:7]=[C:2]([O:22][CH3:21])[C:3](=[O:20])[N:4]([C:9]2[N:13]([C:14]3[CH:19]=[CH:18][CH:17]=[CH:16][CH:15]=3)[N:12]=[CH:11][CH:10]=2)[CH:5]=1. The catalyst class is: 5. (6) Reactant: [C:1]([O:5][C:6](=[O:36])[NH:7][C:8]([CH3:35])([CH2:32][CH2:33][CH3:34])[CH2:9][NH:10][C:11]([C:13]1[N:17]2[CH:18]=[C:19]([CH3:30])[CH:20]=[C:21]([O:22]CC3C=CC=CC=3)[C:16]2=[N:15][C:14]=1[CH3:31])=[O:12])([CH3:4])([CH3:3])[CH3:2]. Product: [OH:22][C:21]1[C:16]2[N:17]([C:13]([C:11]([NH:10][CH2:9][C:8]([NH:7][C:6](=[O:36])[O:5][C:1]([CH3:4])([CH3:3])[CH3:2])([CH3:35])[CH2:32][CH2:33][CH3:34])=[O:12])=[C:14]([CH3:31])[N:15]=2)[CH:18]=[C:19]([CH3:30])[CH:20]=1. The catalyst class is: 29. (7) Reactant: Cl.Cl.[CH:3]1([N:6]2[CH2:12][CH2:11][CH2:10][NH:9][CH2:8][CH2:7]2)[CH2:5][CH2:4]1.[C:13](N1CCCNCC1)([O:15][C:16]([CH3:19])([CH3:18])[CH3:17])=[O:14].C(OC1(O[Si](C)(C)C)CC1)C.C(O)(=O)C.[BH3-]C#N.[Na+]. Product: [C:13]([N:9]1[CH2:10][CH2:11][CH2:12][N:6]([CH:3]2[CH2:5][CH2:4]2)[CH2:7][CH2:8]1)([O:15][C:16]([CH3:19])([CH3:18])[CH3:17])=[O:14]. The catalyst class is: 36. (8) The catalyst class is: 1. Product: [CH3:50][C:28]([OH:51])([CH3:27])[CH2:29][NH:30][C:31]1[N:36]=[C:35]([C:37]([F:39])([F:38])[F:40])[C:34]([C:41]2[CH:46]=[CH:45][N:44]=[C:43]([NH:10][C:11]3[CH:16]=[CH:15][N:14]=[CH:13][CH:12]=3)[N:42]=2)=[CH:33][N:32]=1. Reactant: OC(C)(C)CNC(N)=N.[NH2:10][C:11]1[CH:16]=[CH:15][N:14]=[CH:13][CH:12]=1.[Li+].C[Si]([N-][Si](C)(C)C)(C)C.[CH3:27][C:28]([OH:51])([CH3:50])[CH2:29][NH:30][C:31]1[N:36]=[C:35]([C:37]([F:40])([F:39])[F:38])[C:34]([C:41]2[CH:46]=[CH:45][N:44]=[C:43](S(C)=O)[N:42]=2)=[CH:33][N:32]=1. (9) Reactant: [C:1]([C:5]1[CH:6]=[C:7]([NH:40][S:41]([CH3:44])(=[O:43])=[O:42])[C:8]([O:38][CH3:39])=[C:9]([NH:11][C:12]([C:14]2[N:15]([CH3:37])[C:16]3[C:21]([CH:22]=2)=[CH:20][CH:19]=[CH:18][C:17]=3[CH2:23][N:24]2[CH2:29][CH2:28][CH:27]([C:30]([O:32]C(C)(C)C)=[O:31])[CH2:26][CH2:25]2)=[O:13])[CH:10]=1)([CH3:4])([CH3:3])[CH3:2].Cl. Product: [C:1]([C:5]1[CH:6]=[C:7]([NH:40][S:41]([CH3:44])(=[O:43])=[O:42])[C:8]([O:38][CH3:39])=[C:9]([NH:11][C:12]([C:14]2[N:15]([CH3:37])[C:16]3[C:21]([CH:22]=2)=[CH:20][CH:19]=[CH:18][C:17]=3[CH2:23][N:24]2[CH2:29][CH2:28][CH:27]([C:30]([OH:32])=[O:31])[CH2:26][CH2:25]2)=[O:13])[CH:10]=1)([CH3:4])([CH3:2])[CH3:3]. The catalyst class is: 269. (10) Reactant: [CH:1]1([C:7]2[C:8]3[CH:20]=[C:19]([C:21]([O:23]CC)=[O:22])[S:18][C:9]=3[NH:10][C:11]=2[C:12]2[CH:17]=[CH:16][CH:15]=[CH:14][CH:13]=2)[CH2:6][CH2:5][CH2:4][CH2:3][CH2:2]1.[OH-].[Na+]. Product: [CH:1]1([C:7]2[C:8]3[CH:20]=[C:19]([C:21]([OH:23])=[O:22])[S:18][C:9]=3[NH:10][C:11]=2[C:12]2[CH:13]=[CH:14][CH:15]=[CH:16][CH:17]=2)[CH2:2][CH2:3][CH2:4][CH2:5][CH2:6]1. The catalyst class is: 36.